From a dataset of Forward reaction prediction with 1.9M reactions from USPTO patents (1976-2016). Predict the product of the given reaction. Given the reactants [F:1][C:2]1[C:18]([F:19])=[CH:17][C:5]2[N:6]([CH3:16])[C:7]([S:9][CH2:10][C:11]([O:13]CC)=[O:12])=[N:8][C:4]=2[CH:3]=1.[OH-].[K+].[ClH:22], predict the reaction product. The product is: [Cl-:22].[C:11]([CH2:10][S:9][C:7]1[N:6]([CH3:16])[C:5]2[CH:17]=[C:18]([F:19])[C:2]([F:1])=[CH:3][C:4]=2[NH+:8]=1)([OH:13])=[O:12].